Dataset: Forward reaction prediction with 1.9M reactions from USPTO patents (1976-2016). Task: Predict the product of the given reaction. (1) Given the reactants Cl.[CH2:2]1[C:10]2[C:5](=[CH:6][CH:7]=[CH:8][CH:9]=2)[CH2:4][CH:3]1[NH:11][C:12]1[N:13]=[CH:14][C:15]2[CH2:21][N:20]([C:22](=[O:39])[CH2:23][N:24]([CH2:32][CH2:33][C:34]3[N:35]=[N:36][NH:37][CH:38]=3)C(=O)OC(C)(C)C)[CH2:19][CH2:18][C:16]=2[N:17]=1, predict the reaction product. The product is: [CH2:2]1[C:10]2[C:5](=[CH:6][CH:7]=[CH:8][CH:9]=2)[CH2:4][CH:3]1[NH:11][C:12]1[N:13]=[CH:14][C:15]2[CH2:21][N:20]([C:22](=[O:39])[CH2:23][NH:24][CH2:32][CH2:33][C:34]3[N:35]=[N:36][NH:37][CH:38]=3)[CH2:19][CH2:18][C:16]=2[N:17]=1. (2) Given the reactants [C:1]1([Mg]Br)[CH:6]=[CH:5][CH:4]=[CH:3][CH:2]=1.[CH:9]([C:11]1[CH:23]=[CH:22][C:14]([C:15]([N:17]([CH2:20][CH3:21])[CH2:18][CH3:19])=[O:16])=[CH:13][CH:12]=1)=[O:10], predict the reaction product. The product is: [CH2:20]([N:17]([CH2:18][CH3:19])[C:15]([C:14]1[CH:22]=[CH:23][C:11]([CH:9]([OH:10])[C:1]2[CH:6]=[CH:5][CH:4]=[CH:3][CH:2]=2)=[CH:12][CH:13]=1)=[O:16])[CH3:21]. (3) The product is: [Cl:21][C:22]1[C:23]([C:29]([F:30])([F:31])[F:32])=[C:24]([CH:25]=[CH:26][CH:27]=1)[O:18][C@H:13]([C@H:10]1[CH2:11][CH2:12][NH:8][CH2:9]1)[CH2:14][S:15][CH2:16][CH3:17]. Given the reactants C(OC([N:8]1[CH2:12][CH2:11][C@H:10]([C@@H:13]([OH:18])[CH2:14][S:15][CH2:16][CH3:17])[CH2:9]1)=O)(C)(C)C.[H-].[Na+].[Cl:21][C:22]1[CH:27]=[CH:26][CH:25]=[C:24](F)[C:23]=1[C:29]([F:32])([F:31])[F:30].CCO, predict the reaction product. (4) Given the reactants [F:1][C:2]([F:11])([F:10])[C:3]1[CH:4]=[C:5]([OH:9])[CH:6]=[CH:7][CH:8]=1.CC(C)([O-])C.[K+:17], predict the reaction product. The product is: [F:1][C:2]([F:10])([F:11])[C:3]1[CH:4]=[C:5]([CH:6]=[CH:7][CH:8]=1)[O-:9].[K+:17].